This data is from Peptide-MHC class II binding affinity with 134,281 pairs from IEDB. The task is: Regression. Given a peptide amino acid sequence and an MHC pseudo amino acid sequence, predict their binding affinity value. This is MHC class II binding data. The peptide sequence is SLYVRASGRVTVSTK. The MHC is DRB1_0405 with pseudo-sequence DRB1_0405. The binding affinity (normalized) is 0.180.